This data is from Cav3 T-type calcium channel HTS with 100,875 compounds. The task is: Binary Classification. Given a drug SMILES string, predict its activity (active/inactive) in a high-throughput screening assay against a specified biological target. (1) The compound is O=C(N1C(CCCC1)C)COC(=O)c1n[nH]c2c1cccc2. The result is 0 (inactive). (2) The compound is O(C(=O)C1CN(CCC1)CCCc1ccccc1)CC. The result is 0 (inactive). (3) The drug is O=C(NC1CCCCCC1)c1c(n(c(c1C)C(OCC)=O)C)C. The result is 0 (inactive). (4) The drug is S(=O)(=O)(N(c1c(CC)cccc1)CC(OC)=O)C. The result is 0 (inactive).